From a dataset of Forward reaction prediction with 1.9M reactions from USPTO patents (1976-2016). Predict the product of the given reaction. (1) Given the reactants [CH3:1][O:2][C:3]1[CH:8]=[CH:7][C:6]([C:9]([CH:11]2[CH2:16][CH2:15][NH:14][CH2:13][CH2:12]2)=[O:10])=[CH:5][CH:4]=1.C(N(CC)CC)C.Br[CH2:25][C:26]([O:28][CH2:29][CH3:30])=[O:27], predict the reaction product. The product is: [CH2:29]([O:28][C:26](=[O:27])[CH2:25][N:14]1[CH2:15][CH2:16][CH:11]([C:9](=[O:10])[C:6]2[CH:5]=[CH:4][C:3]([O:2][CH3:1])=[CH:8][CH:7]=2)[CH2:12][CH2:13]1)[CH3:30]. (2) Given the reactants [NH2:1][C@H:2]1[CH2:7][CH2:6][C@H:5]([NH:8][C:9]2[CH:17]=[C:16]([N:18]3[C:26]4[CH2:25][C:24]([CH3:28])([CH3:27])[CH2:23][C:22](=[O:29])[C:21]=4[C:20]([C:30]([F:33])([F:32])[F:31])=[N:19]3)[CH:15]=[CH:14][C:10]=2[C:11]([NH2:13])=[O:12])[CH2:4][CH2:3]1.[C:34]([NH:41][CH2:42][CH2:43][CH2:44][CH2:45][CH2:46][C:47](O)=[O:48])([O:36][C:37]([CH3:40])([CH3:39])[CH3:38])=[O:35].CCN=C=NCCCN(C)C, predict the reaction product. The product is: [C:11]([C:10]1[CH:14]=[CH:15][C:16]([N:18]2[C:26]3[CH2:25][C:24]([CH3:27])([CH3:28])[CH2:23][C:22](=[O:29])[C:21]=3[C:20]([C:30]([F:32])([F:33])[F:31])=[N:19]2)=[CH:17][C:9]=1[NH:8][C@H:5]1[CH2:4][CH2:3][C@H:2]([NH:1][C:47](=[O:48])[CH2:46][CH2:45][CH2:44][CH2:43][CH2:42][NH:41][C:34](=[O:35])[O:36][C:37]([CH3:38])([CH3:39])[CH3:40])[CH2:7][CH2:6]1)(=[O:12])[NH2:13].